Predict the product of the given reaction. From a dataset of Forward reaction prediction with 1.9M reactions from USPTO patents (1976-2016). Given the reactants C(=O)([O-])[O-].[K+].[K+].C([O:9][C@H:10]([CH2:28][CH2:29][C:30]1[CH:35]=[CH:34][CH:33]=[CH:32][CH:31]=1)[C@H:11]([CH2:15][CH2:16][N:17]1[C:22](=[O:23])[C:21]2[CH:24]=[CH:25][CH:26]=[CH:27][C:20]=2[N:19]=[N:18]1)[C:12]([OH:14])=[O:13])=O.O1CCCC1, predict the reaction product. The product is: [OH:9][C@H:10]([CH2:28][CH2:29][C:30]1[CH:31]=[CH:32][CH:33]=[CH:34][CH:35]=1)[C@H:11]([CH2:15][CH2:16][N:17]1[C:22](=[O:23])[C:21]2[CH:24]=[CH:25][CH:26]=[CH:27][C:20]=2[N:19]=[N:18]1)[C:12]([OH:14])=[O:13].